Dataset: Catalyst prediction with 721,799 reactions and 888 catalyst types from USPTO. Task: Predict which catalyst facilitates the given reaction. (1) Reactant: [Cl:1][C@H:2]1[C@H:6]([CH2:7][CH2:8][CH2:9][CH2:10][CH2:11][CH2:12][C:13]([O:15][CH2:16][CH2:17][CH3:18])=[O:14])[C@@H:5]([CH2:19][OH:20])[C@H:4]([O:21][CH:22]2[CH2:27][CH2:26][CH2:25][CH2:24][O:23]2)[CH2:3]1.C1C=C[NH+]=CC=1.[O-][Cr](Cl)(=O)=O.C([O-])(=O)C.[Na+]. Product: [Cl:1][C@H:2]1[C@H:6]([CH2:7][CH2:8][CH2:9][CH2:10][CH2:11][CH2:12][C:13]([O:15][CH2:16][CH2:17][CH3:18])=[O:14])[C@@H:5]([CH:19]=[O:20])[C@H:4]([O:21][CH:22]2[CH2:27][CH2:26][CH2:25][CH2:24][O:23]2)[CH2:3]1. The catalyst class is: 4. (2) Reactant: [Cl:1][CH2:2][CH2:3][S:4][C:5]1[CH:17]=[CH:16][C:8]([C:9]([NH:11][CH2:12][CH:13]([CH3:15])[CH3:14])=[O:10])=[CH:7][C:6]=1[N+:18]([O-])=O. Product: [NH2:18][C:6]1[CH:7]=[C:8]([CH:16]=[CH:17][C:5]=1[S:4][CH2:3][CH2:2][Cl:1])[C:9]([NH:11][CH2:12][CH:13]([CH3:15])[CH3:14])=[O:10]. The catalyst class is: 409. (3) Reactant: [OH:1][CH2:2][C:3]1[S:7][C:6]([C:8]([O:10][CH3:11])=[O:9])=[C:5]([C:12]2[CH:17]=[CH:16][CH:15]=[CH:14][CH:13]=2)[CH:4]=1.[C:18]([N:25]1[CH:29]=[CH:28]N=C1)(N1C=CN=C1)=[O:19].C(N)[C:31]1[CH:36]=[CH:35]C=[CH:33][CH:32]=1.N12CCCN=C1CCCCC2. Product: [CH2:29]([NH:25][C:18]([O:1][CH2:2][C:3]1[S:7][C:6]([C:8]([O:10][CH3:11])=[O:9])=[C:5]([C:12]2[CH:17]=[CH:16][CH:15]=[CH:14][CH:13]=2)[CH:4]=1)=[O:19])[C:28]1[CH:35]=[CH:36][CH:31]=[CH:32][CH:33]=1. The catalyst class is: 56. (4) The catalyst class is: 18. Reactant: [OH:1][C:2]1[CH:9]=[CH:8][C:5]([CH:6]=[O:7])=[CH:4][C:3]=1[N+:10]([O-:12])=[O:11].C(=O)([O-])[O-].[K+].[K+].[CH2:19]([O:21][C:22](=[O:25])[CH2:23]Cl)[CH3:20]. Product: [CH2:19]([O:21][C:22](=[O:25])[CH2:23][O:1][C:2]1[CH:9]=[CH:8][C:5]([CH:6]=[O:7])=[CH:4][C:3]=1[N+:10]([O-:12])=[O:11])[CH3:20].